This data is from Full USPTO retrosynthesis dataset with 1.9M reactions from patents (1976-2016). The task is: Predict the reactants needed to synthesize the given product. (1) Given the product [C:7]([C:9]1[CH:35]=[CH:34][C:12]([C:13]([NH:15][C:16]2[CH:17]=[CH:18][C:19]([CH3:33])=[C:20]([NH:22][C:23](=[O:32])[C:24]3[CH:29]=[CH:28][CH:27]=[C:26]([CH2:30][N:4]([CH2:5][CH3:6])[CH2:2][CH3:3])[CH:25]=3)[CH:21]=2)=[O:14])=[CH:11][CH:10]=1)#[N:8], predict the reactants needed to synthesize it. The reactants are: Cl.[CH2:2]([NH:4][CH2:5][CH3:6])[CH3:3].[C:7]([C:9]1[CH:35]=[CH:34][C:12]([C:13]([NH:15][C:16]2[CH:17]=[CH:18][C:19]([CH3:33])=[C:20]([NH:22][C:23](=[O:32])[C:24]3[CH:29]=[CH:28][CH:27]=[C:26]([CH2:30]Cl)[CH:25]=3)[CH:21]=2)=[O:14])=[CH:11][CH:10]=1)#[N:8].C(=O)([O-])[O-].[K+].[K+]. (2) The reactants are: [CH3:1][C:2]1[CH:7]=[CH:6][C:5]([S:8]([O:11][CH2:12][C:13]2([CH3:31])[CH2:17][C:16]3[CH:18]=[C:19]([Cl:30])[CH:20]=[C:21](OS(C(F)(F)F)(=O)=O)[C:15]=3[O:14]2)(=[O:10])=[O:9])=[CH:4][CH:3]=1.[C:32]1(B(O)O)[CH:37]=[CH:36][CH:35]=[CH:34][CH:33]=1.C(=O)([O-])[O-].[K+].[K+].C(C1C=CC=CC=1B1OC(C)(C)C(C)(C)O1)(C)C. Given the product [CH3:1][C:2]1[CH:7]=[CH:6][C:5]([S:8]([O:11][CH2:12][C:13]2([CH3:31])[CH2:17][C:16]3[CH:18]=[C:19]([Cl:30])[CH:20]=[C:21]([C:32]4[CH:37]=[CH:36][CH:35]=[CH:34][CH:33]=4)[C:15]=3[O:14]2)(=[O:10])=[O:9])=[CH:4][CH:3]=1, predict the reactants needed to synthesize it. (3) Given the product [NH2:21][CH2:2][C:3]1[C:4]([Cl:20])=[C:5]([O:10][C:11]2[CH:12]=[C:13]([CH:16]=[C:17]([Cl:19])[CH:18]=2)[C:14]#[N:15])[C:6]([F:9])=[CH:7][CH:8]=1, predict the reactants needed to synthesize it. The reactants are: Br[CH2:2][C:3]1[C:4]([Cl:20])=[C:5]([O:10][C:11]2[CH:12]=[C:13]([CH:16]=[C:17]([Cl:19])[CH:18]=2)[C:14]#[N:15])[C:6]([F:9])=[CH:7][CH:8]=1.[NH3:21].CO. (4) The reactants are: [NH:1]1[CH2:6][CH2:5][O:4][CH2:3][CH2:2]1.[I:7][C:8]1[CH:15]=[CH:14][C:11]([CH2:12]Br)=[CH:10][CH:9]=1. Given the product [I:7][C:8]1[CH:15]=[CH:14][C:11]([CH2:12][N:1]2[CH2:6][CH2:5][O:4][CH2:3][CH2:2]2)=[CH:10][CH:9]=1, predict the reactants needed to synthesize it. (5) Given the product [F:1][C:2]1[CH:7]=[CH:6][CH:5]=[CH:4][C:3]=1[N:9]1[C:17]2[C:12](=[C:13]([CH2:18][N:19]3[CH2:24][CH2:23][CH:22]([C:25]4[CH:26]=[C:27]([NH:31][C:32](=[O:36])[CH:33]([CH3:34])[CH3:35])[CH:28]=[CH:29][CH:30]=4)[CH2:21][CH2:20]3)[CH:14]=[CH:15][CH:16]=2)[CH:11]=[CH:10]1, predict the reactants needed to synthesize it. The reactants are: [F:1][C:2]1[CH:7]=[CH:6][CH:5]=[CH:4][C:3]=1I.[NH:9]1[C:17]2[C:12](=[C:13]([CH2:18][N:19]3[CH2:24][CH2:23][CH:22]([C:25]4[CH:26]=[C:27]([NH:31][C:32](=[O:36])[CH:33]([CH3:35])[CH3:34])[CH:28]=[CH:29][CH:30]=4)[CH2:21][CH2:20]3)[CH:14]=[CH:15][CH:16]=2)[CH:11]=[CH:10]1. (6) Given the product [F:36][C:2]([F:1])([F:35])[O:3][C:4]1[CH:5]=[CH:6][C:7]([N:10]2[CH:14]=[N:13][C:12]([C:15]3[CH:20]=[CH:19][C:18]([CH2:21][CH2:22][CH2:23][NH2:24])=[CH:17][CH:16]=3)=[N:11]2)=[CH:8][CH:9]=1, predict the reactants needed to synthesize it. The reactants are: [F:1][C:2]([F:36])([F:35])[O:3][C:4]1[CH:9]=[CH:8][C:7]([N:10]2[CH:14]=[N:13][C:12]([C:15]3[CH:20]=[CH:19][C:18]([CH2:21][CH2:22][CH2:23][N:24]4C(=O)C5C(=CC=CC=5)C4=O)=[CH:17][CH:16]=3)=[N:11]2)=[CH:6][CH:5]=1.O.NN. (7) Given the product [CH2:1]([O:3][C:4](=[O:27])[NH:5][C:6]1[CH:11]=[C:10]([C:12]([F:15])([F:14])[F:13])[N:9]=[C:8]([NH:16][CH2:17][C:18]2[CH:23]=[CH:22][CH:21]=[CH:20][CH:19]=2)[C:7]=1[NH2:24])[CH3:2], predict the reactants needed to synthesize it. The reactants are: [CH2:1]([O:3][C:4](=[O:27])[NH:5][C:6]1[CH:11]=[C:10]([C:12]([F:15])([F:14])[F:13])[N:9]=[C:8]([NH:16][CH2:17][C:18]2[CH:23]=[CH:22][CH:21]=[CH:20][CH:19]=2)[C:7]=1[N+:24]([O-])=O)[CH3:2].[H][H].